Dataset: Full USPTO retrosynthesis dataset with 1.9M reactions from patents (1976-2016). Task: Predict the reactants needed to synthesize the given product. Given the product [CH3:17][O:16][CH2:15][N:7]1[C:6]2[CH:18]=[C:2]([NH:1][C:19](=[O:21])[CH3:20])[CH:3]=[CH:4][C:5]=2[S:10][C:9]2[N:11]=[CH:12][CH:13]=[N:14][C:8]1=2, predict the reactants needed to synthesize it. The reactants are: [NH2:1][C:2]1[CH:3]=[CH:4][C:5]2[S:10][C:9]3[N:11]=[CH:12][CH:13]=[N:14][C:8]=3[N:7]([CH2:15][O:16][CH3:17])[C:6]=2[CH:18]=1.[C:19](OC(=O)C)(=[O:21])[CH3:20].